Dataset: Peptide-MHC class II binding affinity with 134,281 pairs from IEDB. Task: Regression. Given a peptide amino acid sequence and an MHC pseudo amino acid sequence, predict their binding affinity value. This is MHC class II binding data. (1) The peptide sequence is AAGTAAQAAVVRFQE. The MHC is HLA-DQA10501-DQB10201 with pseudo-sequence HLA-DQA10501-DQB10201. The binding affinity (normalized) is 0.264. (2) The MHC is HLA-DQA10101-DQB10501 with pseudo-sequence HLA-DQA10101-DQB10501. The peptide sequence is KFGVAKKANVYAVKV. The binding affinity (normalized) is 0.0504. (3) The peptide sequence is SKVIRTERPLSSGVY. The MHC is DRB1_0101 with pseudo-sequence DRB1_0101. The binding affinity (normalized) is 0.705. (4) The peptide sequence is FLFQRAVAREAIIAL. The MHC is DRB1_1101 with pseudo-sequence DRB1_1101. The binding affinity (normalized) is 0.606.